From a dataset of Forward reaction prediction with 1.9M reactions from USPTO patents (1976-2016). Predict the product of the given reaction. The product is: [CH3:1][S:2]([N:5]([C:10]1[CH:15]=[CH:14][C:13]([O:16][C:17]2[CH:22]=[CH:21][C:20]([CH2:23][CH3:24])=[CH:19][C:18]=2[OH:25])=[C:12]([F:33])[CH:11]=1)[CH2:6][CH2:7][CH2:8][NH2:9])(=[O:3])=[O:4]. Given the reactants [CH3:1][S:2]([N:5]([C:10]1[CH:15]=[CH:14][C:13]([O:16][C:17]2[CH:22]=[CH:21][C:20]([CH2:23][CH3:24])=[CH:19][C:18]=2[O:25]CC2C=CC=CC=2)=[C:12]([F:33])[CH:11]=1)[CH2:6][CH2:7][CH2:8][NH2:9])(=[O:4])=[O:3].O1CCCC1, predict the reaction product.